Dataset: Peptide-MHC class II binding affinity with 134,281 pairs from IEDB. Task: Regression. Given a peptide amino acid sequence and an MHC pseudo amino acid sequence, predict their binding affinity value. This is MHC class II binding data. (1) The peptide sequence is TCAKSMSLFEVDQTKKK. The MHC is DRB5_0101 with pseudo-sequence DRB5_0101. The binding affinity (normalized) is 0.586. (2) The binding affinity (normalized) is 0.465. The MHC is HLA-DPA10201-DPB10101 with pseudo-sequence HLA-DPA10201-DPB10101. The peptide sequence is EKNYFAATQFEPLAA. (3) The peptide sequence is GCNRLKRMAVSGDDC. The MHC is DRB1_0301 with pseudo-sequence DRB1_0301. The binding affinity (normalized) is 0.465. (4) The peptide sequence is LEAAVKQAYAATIAA. The MHC is DRB3_0101 with pseudo-sequence DRB3_0101. The binding affinity (normalized) is 0.457.